This data is from Forward reaction prediction with 1.9M reactions from USPTO patents (1976-2016). The task is: Predict the product of the given reaction. Given the reactants [F:1][C:2]1[CH:7]=[CH:6][C:5]([CH2:8][C:9]2[CH:18]=[C:17]3[C:12]([C:13]([OH:34])=[C:14]([C:29](OCC)=[O:30])[C:15](=[O:28])[N:16]3[CH2:19][CH2:20][N:21]3[CH2:26][CH2:25][CH2:24][CH2:23][C:22]3=[O:27])=[N:11][CH:10]=2)=[CH:4][CH:3]=1.[NH2:35][CH2:36][C@H:37]([OH:39])[CH3:38], predict the reaction product. The product is: [F:1][C:2]1[CH:7]=[CH:6][C:5]([CH2:8][C:9]2[CH:18]=[C:17]3[C:12]([C:13]([OH:34])=[C:14]([C:29]([NH:35][CH2:36][C@H:37]([OH:39])[CH3:38])=[O:30])[C:15](=[O:28])[N:16]3[CH2:19][CH2:20][N:21]3[CH2:26][CH2:25][CH2:24][CH2:23][C:22]3=[O:27])=[N:11][CH:10]=2)=[CH:4][CH:3]=1.